Task: Predict the reaction yield, written as a fraction of the theoretical maximum amount of product (1.0 means a 100% yield; for example, 0.34 means a 34% yield).. Dataset: Reaction yield outcomes from USPTO patents with 853,638 reactions (1) The reactants are [F:1][C:2]1[CH:7]=[CH:6][CH:5]=[CH:4][C:3]=1[CH:8]1[C:13]([C:14]([O:16][CH2:17][CH3:18])=[O:15])=[C:12]([CH3:19])[NH:11][C:10](=[O:20])[NH:9]1.[N+]([O-])(O)=O.[OH-].[Na+]. No catalyst specified. The product is [F:1][C:2]1[CH:7]=[CH:6][CH:5]=[CH:4][C:3]=1[C:8]1[C:13]([C:14]([O:16][CH2:17][CH3:18])=[O:15])=[C:12]([CH3:19])[NH:11][C:10](=[O:20])[N:9]=1. The yield is 0.760. (2) The reactants are [OH:1][C:2]1[CH:3]=[C:4]([CH:10]2[CH2:14][NH:13][C:12](=[O:15])[CH2:11]2)[CH:5]=[CH:6][C:7]=1[O:8][CH3:9].[Cl:16][C:17]1[CH:22]=[CH:21][C:20](B(O)O)=[CH:19][CH:18]=1.C(N(CC)CC)C. The catalyst is C([O-])(=O)C.[Cu+2].C([O-])(=O)C.ClCCl. The product is [Cl:16][C:17]1[CH:22]=[CH:21][C:20]([O:1][C:2]2[CH:3]=[C:4]([CH:10]3[CH2:14][NH:13][C:12](=[O:15])[CH2:11]3)[CH:5]=[CH:6][C:7]=2[O:8][CH3:9])=[CH:19][CH:18]=1. The yield is 0.270.